This data is from Catalyst prediction with 721,799 reactions and 888 catalyst types from USPTO. The task is: Predict which catalyst facilitates the given reaction. (1) Reactant: [NH2:1][C:2]1[N:7]=[C:6]([Cl:8])[CH:5]=[C:4](Cl)[N:3]=1.C(=O)(O)[O-].[Na+].O.[C:16]([O:20][C:21](=[O:39])[C:22]1[CH:27]=[C:26](B2OC(C)(C)C(C)(C)O2)[C:25]([CH3:37])=[CH:24][C:23]=1[CH3:38])([CH3:19])([CH3:18])[CH3:17]. Product: [C:16]([O:20][C:21](=[O:39])[C:22]1[CH:27]=[C:26]([C:4]2[CH:5]=[C:6]([Cl:8])[N:7]=[C:2]([NH2:1])[N:3]=2)[C:25]([CH3:37])=[CH:24][C:23]=1[CH3:38])([CH3:19])([CH3:18])[CH3:17]. The catalyst class is: 155. (2) Reactant: [CH3:1][NH:2][C:3](=O)[C:4]1[CH:9]=[CH:8][CH:7]=[C:6]([N+:10]([O-:12])=[O:11])[CH:5]=1.[N-:14]=[N+:15]=[N-:16].[Na+].FC(F)(F)S(OS(C(F)(F)F)(=O)=O)(=O)=O.[OH-].[Na+]. Product: [CH3:1][N:2]1[C:3]([C:4]2[CH:9]=[CH:8][CH:7]=[C:6]([N+:10]([O-:12])=[O:11])[CH:5]=2)=[N:16][N:15]=[N:14]1. The catalyst class is: 10. (3) Reactant: C(N([P:8]([N:12]([CH:16]([CH3:18])[CH3:17])[CH:13]([CH3:15])[CH3:14])(Cl)([O-:10])[O-:9])C(C)C)(C)C.[O:19]([CH2:26][C:27]([NH:29][C:30]1[C:31]2[N:32]=[CH:33][N:34]([C:66]=2[N:67]=[CH:68][N:69]=1)[C@@H:35]1[O:65][C@H:39]([CH2:40][O:41][C:42]([C:59]2[CH:64]=[CH:63][CH:62]=[CH:61][CH:60]=2)([C:51]2[CH:56]=[CH:55][C:54]([O:57][CH3:58])=[CH:53][CH:52]=2)[C:43]2[CH:48]=[CH:47][C:46]([O:49][CH3:50])=[CH:45][CH:44]=2)[C@@H:37]([OH:38])[CH2:36]1)=[O:28])[C:20]1[CH:25]=[CH:24][CH:23]=[CH:22][CH:21]=1.C(N(C(C)C)C(C)C)C.[C:79]([O:82][C@@H:83]1[C@@H:93]([O:94][C:95](=[O:97])[CH3:96])[C@H:92]([O:98][C:99](=[O:101])[CH3:100])[C@@H:91]([CH2:102][O:103][C:104](=[O:106])[CH3:105])[O:90][C@H:84]1[O:85][CH2:86][CH2:87][CH2:88]O)(=[O:81])[CH3:80].N1C=NN=N1. Product: [O:19]([CH2:26][C:27]([NH:29][C:30]1[C:31]2[N:32]=[CH:33][N:34]([C:66]=2[N:67]=[CH:68][N:69]=1)[C@@H:35]1[O:65][C@H:39]([CH2:40][O:41][C:42]([C:59]2[CH:60]=[CH:61][CH:62]=[CH:63][CH:64]=2)([C:51]2[CH:56]=[CH:55][C:54]([O:57][CH3:58])=[CH:53][CH:52]=2)[C:43]2[CH:48]=[CH:47][C:46]([O:49][CH3:50])=[CH:45][CH:44]=2)[C@@H:37]([O:38][P:8]([N:12]([CH:13]([CH3:14])[CH3:15])[CH:16]([CH3:17])[CH3:18])([O:9][CH2:88][CH2:87][CH2:86][O:85][C@@H:84]2[O:90][C@H:91]([CH2:102][O:103][C:104](=[O:106])[CH3:105])[C@@H:92]([O:98][C:99](=[O:101])[CH3:100])[C@H:93]([O:94][C:95](=[O:97])[CH3:96])[C@H:83]2[O:82][C:79](=[O:81])[CH3:80])=[O:10])[CH2:36]1)=[O:28])[C:20]1[CH:21]=[CH:22][CH:23]=[CH:24][CH:25]=1. The catalyst class is: 4. (4) Reactant: [O:1]1[CH2:5][CH2:4][O:3][CH:2]1C1C=C(Br)C=CC=1OC.[NH:15]1[CH2:20][CH2:19][O:18][CH2:17][CH2:16]1.C[C:22]([O-:25])(C)C.[Na+].[C:41]1(C)[CH:46]=[CH:45][CH:44]=[CH:43][C:42]=1P([C:41]1[CH:46]=[CH:45][CH:44]=[CH:43][C:42]=1C)[C:41]1[CH:46]=[CH:45][CH:44]=[CH:43][C:42]=1C. Product: [O:1]1[CH2:5][CH2:4][O:3][CH:2]1[CH:17]1[O:18][CH2:19][CH2:20][N:15]([C:42]2[CH:43]=[CH:44][CH:45]=[CH:46][C:41]=2[O:25][CH3:22])[CH2:16]1. The catalyst class is: 62. (5) Reactant: [Br:1][C:2]1[CH:3]=[CH:4][C:5]([O:8][CH2:9][CH:10]2[CH2:15][CH2:14][N:13](C(OC(C)(C)C)=O)[CH2:12][CH2:11]2)=[N:6][CH:7]=1.[ClH:23]. Product: [ClH:23].[Br:1][C:2]1[CH:3]=[CH:4][C:5]([O:8][CH2:9][CH:10]2[CH2:15][CH2:14][NH:13][CH2:12][CH2:11]2)=[N:6][CH:7]=1. The catalyst class is: 12.